Predict the reaction yield, written as a fraction of the theoretical maximum amount of product (1.0 means a 100% yield; for example, 0.34 means a 34% yield). From a dataset of Reaction yield outcomes from USPTO patents with 853,638 reactions. (1) The yield is 0.820. The reactants are [C:1]([O:7][CH2:8][C@H:9]([C:15]1[C:20]([CH3:21])=[CH:19][C:18]([N+:22]([O-])=O)=[CH:17][C:16]=1[Br:25])[O:10][C:11]([CH3:14])([CH3:13])[CH3:12])(=[O:6])[C:2]([CH3:5])([CH3:4])[CH3:3]. The product is [C:1]([O:7][CH2:8][C@H:9]([C:15]1[C:20]([CH3:21])=[CH:19][C:18]([NH2:22])=[CH:17][C:16]=1[Br:25])[O:10][C:11]([CH3:12])([CH3:13])[CH3:14])(=[O:6])[C:2]([CH3:3])([CH3:4])[CH3:5]. The catalyst is CCO.CCOC(C)=O.[Pt]. (2) The reactants are [F:1][C:2](N)([F:11])[C:3]1[CH:8]=[CH:7][CH:6]=[C:5](I)[C:4]=1[CH3:10].CN(C=O)C.[C:18]([O-])([O-:20])=[O:19].[K+].[K+].Cl. The catalyst is CCOC(C)=O.O.CC([O-])=O.CC([O-])=O.[Pd+2]. The product is [F:1][CH:2]([F:11])[C:3]1[C:4]([CH3:10])=[C:5]([CH:6]=[CH:7][CH:8]=1)[C:18]([OH:20])=[O:19]. The yield is 0.880. (3) The reactants are O1C2C=CC=CC=2C=C1[C:10]1[C:18]2[C:13](=[CH:14][CH:15]=[C:16]([C:19]#[N:20])[CH:17]=2)[N:12]([CH:21]2[CH2:26][CH2:25][CH2:24][CH2:23][O:22]2)[N:11]=1.[NH2:27][NH:28][C:29](=O)[CH2:30][N:31]([CH3:33])[CH3:32].[CH3:35][O-:36].[Na+]. The catalyst is CO.ClCCl. The product is [O:36]1[C:15]2[CH:14]=[CH:13][CH:18]=[CH:17][C:16]=2[CH:19]=[C:35]1[CH:26]1[CH2:25][CH2:24][CH2:23][O:22][CH:21]1[N:12]1[C:13]2[C:18](=[CH:17][C:16]([C:19]3[NH:27][N:28]=[C:29]([CH2:30][N:31]([CH3:33])[CH3:32])[N:20]=3)=[CH:15][CH:14]=2)[CH:10]=[N:11]1. The yield is 0.0700. (4) The reactants are [S:1]([O-:5])(=[O:4])(=[O:3])[CH3:2].[CH2:6]([O:24][C:25]1[CH:26]=[C:27]([CH:50]([CH2:53][OH:54])[CH2:51]O)[CH:28]=[C:29]([O:31][CH2:32][CH2:33][CH2:34][CH2:35][CH2:36][CH2:37][CH2:38][CH2:39][CH2:40][CH2:41][CH2:42][CH2:43][CH2:44][CH2:45][CH2:46][CH2:47][CH2:48][CH3:49])[CH:30]=1)[CH2:7][CH2:8][CH2:9][CH2:10][CH2:11][CH2:12][CH2:13][CH2:14][CH2:15][CH2:16][CH2:17][CH2:18][CH2:19][CH2:20][CH2:21][CH2:22][CH3:23].C(N(CC)CC)C.[CH3:62][S:63](Cl)(=[O:65])=[O:64]. The catalyst is C1COCC1. The product is [CH3:2][S:1]([O:5][CH2:51][CH:50]([C:27]1[CH:26]=[C:25]([O:24][CH2:6][CH2:7][CH2:8][CH2:9][CH2:10][CH2:11][CH2:12][CH2:13][CH2:14][CH2:15][CH2:16][CH2:17][CH2:18][CH2:19][CH2:20][CH2:21][CH2:22][CH3:23])[CH:30]=[C:29]([O:31][CH2:32][CH2:33][CH2:34][CH2:35][CH2:36][CH2:37][CH2:38][CH2:39][CH2:40][CH2:41][CH2:42][CH2:43][CH2:44][CH2:45][CH2:46][CH2:47][CH2:48][CH3:49])[CH:28]=1)[CH2:53][O:54][S:63]([CH3:62])(=[O:65])=[O:64])(=[O:4])=[O:3]. The yield is 0.800. (5) The reactants are [Cl:1][C:2]1[CH:7]=[C:6]([N+:8]([O-])=O)[CH:5]=[CH:4][C:3]=1[OH:11].Cl.Cl[CH2:14][C:15]1[N:16]=[CH:17][S:18][CH:19]=1.C(=O)([O-])[O-].[K+].[K+].[I-].[Na+]. The catalyst is C(#N)C.C(Cl)Cl.O. The product is [ClH:1].[Cl:1][C:2]1[CH:7]=[C:6]([NH2:8])[CH:5]=[CH:4][C:3]=1[O:11][CH2:14][C:15]1[N:16]=[CH:17][S:18][CH:19]=1. The yield is 0.830. (6) The reactants are Cl.[NH2:2][C:3]1[N:4]=[C:5]2[CH:10]=[CH:9][C:8]([O:11][C:12]3[CH:13]=[CH:14][C:15]([CH3:28])=[C:16]([NH:18][C:19]([C:21]4[N:25]([CH3:26])[N:24]=[C:23]([CH3:27])[CH:22]=4)=[O:20])[CH:17]=3)=[N:7][N:6]2[CH:29]=1.[CH2:30]([N:32]=[C:33]=[O:34])[CH3:31].C(OCC)(=O)C.O1CCCC1.O. The catalyst is N1C=CC=CC=1. The product is [CH2:30]([NH:32][C:33]([NH:2][C:3]1[N:4]=[C:5]2[CH:10]=[CH:9][C:8]([O:11][C:12]3[CH:13]=[CH:14][C:15]([CH3:28])=[C:16]([NH:18][C:19]([C:21]4[N:25]([CH3:26])[N:24]=[C:23]([CH3:27])[CH:22]=4)=[O:20])[CH:17]=3)=[N:7][N:6]2[CH:29]=1)=[O:34])[CH3:31]. The yield is 0.720.